Task: Predict the product of the given reaction.. Dataset: Forward reaction prediction with 1.9M reactions from USPTO patents (1976-2016) The product is: [Cl:19][C:14]1[N:15]=[CH:16][C:17]2[N:18]=[C:21]([C:23]3[CH:28]=[CH:27][N:26]=[CH:25][CH:24]=3)[NH:22][C:11](=[O:20])[C:12]=2[CH:13]=1. Given the reactants [O-]OOO[O-].[K+].[K+].C(O[C:11](=[O:20])[C:12]1[C:17]([NH2:18])=[CH:16][N:15]=[C:14]([Cl:19])[CH:13]=1)C.[C:21]([C:23]1[CH:28]=[CH:27][N:26]=[CH:25][CH:24]=1)#[N:22].O, predict the reaction product.